This data is from Peptide-MHC class II binding affinity with 134,281 pairs from IEDB. The task is: Regression. Given a peptide amino acid sequence and an MHC pseudo amino acid sequence, predict their binding affinity value. This is MHC class II binding data. (1) The peptide sequence is TVFEAAFNDAIKAST. The MHC is DRB1_0401 with pseudo-sequence DRB1_0401. The binding affinity (normalized) is 0.608. (2) The peptide sequence is FLLSYGEKDFEDYRF. The MHC is HLA-DPA10103-DPB10301 with pseudo-sequence HLA-DPA10103-DPB10301. The binding affinity (normalized) is 0.240. (3) The peptide sequence is SGNLVMFQMQDHQLI. The MHC is DRB1_1101 with pseudo-sequence DRB1_1101. The binding affinity (normalized) is 0.210. (4) The peptide sequence is SWMIRILIGFLVLWI. The MHC is DRB1_0701 with pseudo-sequence DRB1_0701. The binding affinity (normalized) is 0.364. (5) The MHC is HLA-DPA10301-DPB10402 with pseudo-sequence HLA-DPA10301-DPB10402. The peptide sequence is DIYNYMEPYVSKVDP. The binding affinity (normalized) is 0.153.